Dataset: Catalyst prediction with 721,799 reactions and 888 catalyst types from USPTO. Task: Predict which catalyst facilitates the given reaction. (1) Product: [Cl:3][CH2:28][C:24]1[C:25]([CH3:27])=[N:26][C:21]([C:12]2[CH:13]=[CH:14][C:15]([C:17]([F:20])([F:19])[F:18])=[CH:16][C:11]=2[F:10])=[CH:22][CH:23]=1. The catalyst class is: 4. Reactant: S(Cl)([Cl:3])=O.CN(C)C=O.[F:10][C:11]1[CH:16]=[C:15]([C:17]([F:20])([F:19])[F:18])[CH:14]=[CH:13][C:12]=1[C:21]1[N:26]=[C:25]([CH3:27])[C:24]([CH2:28]O)=[CH:23][CH:22]=1. (2) Reactant: [CH3:1][S:2]([C:5]1[CH:6]=[C:7]([CH:11]=[CH:12][CH:13]=1)[C:8](O)=[O:9])(=[O:4])=[O:3].B.B(F)(F)F.CCOCC. Product: [CH3:1][S:2]([C:5]1[CH:6]=[C:7]([CH:11]=[CH:12][CH:13]=1)[CH2:8][OH:9])(=[O:3])=[O:4]. The catalyst class is: 1. (3) Reactant: [C:1]([O:5][C:6]([C:8]1[CH:16]=[CH:15][C:14]([C:17]([OH:19])=O)=[C:13]2[C:9]=1[CH:10]=[CH:11][NH:12]2)=[O:7])([CH3:4])([CH3:3])[CH3:2].C[N:21](C(ON1N=NC2C=CC=NC1=2)=[N+](C)C)C.F[P-](F)(F)(F)(F)F.CN1CCOCC1.N.CO. Product: [C:17]([C:14]1[C:13]2[NH:12][CH:11]=[CH:10][C:9]=2[C:8]([C:6]([O:5][C:1]([CH3:4])([CH3:3])[CH3:2])=[O:7])=[CH:16][CH:15]=1)(=[O:19])[NH2:21]. The catalyst class is: 42. (4) Reactant: C[O:2][C:3](=[O:29])[C:4]([NH:6][C:7]1[C:12]2[N:13]([CH2:18][C:19]3[CH:28]=[CH:27][C:26]4[C:21](=[CH:22][CH:23]=[CH:24][CH:25]=4)[CH:20]=3)[C:14](=[O:17])[CH2:15][O:16][C:11]=2[CH:10]=[CH:9][CH:8]=1)=[O:5].[OH-].[Na+].C1COCC1. The catalyst class is: 5. Product: [CH:20]1[C:21]2[C:26](=[CH:25][CH:24]=[CH:23][CH:22]=2)[CH:27]=[CH:28][C:19]=1[CH2:18][N:13]1[C:12]2[C:7]([NH:6][C:4](=[O:5])[C:3]([OH:29])=[O:2])=[CH:8][CH:9]=[CH:10][C:11]=2[O:16][CH2:15][C:14]1=[O:17].